Dataset: Reaction yield outcomes from USPTO patents with 853,638 reactions. Task: Predict the reaction yield, written as a fraction of the theoretical maximum amount of product (1.0 means a 100% yield; for example, 0.34 means a 34% yield). (1) The reactants are [Br:1][C:2]1[CH:10]=[CH:9][C:8]([CH3:11])=[CH:7][C:3]=1[C:4]([OH:6])=[O:5].[C:12](Cl)(=O)C(Cl)=O.CO. The catalyst is ClCCl.CN(C)C=O. The product is [Br:1][C:2]1[CH:10]=[CH:9][C:8]([CH3:11])=[CH:7][C:3]=1[C:4]([O:6][CH3:12])=[O:5]. The yield is 0.990. (2) The reactants are [Cl:1][C:2]1[CH:7]=[C:6](Cl)[N:5]2[N:9]=[CH:10][CH:11]=[C:4]2[N:3]=1.[NH2:12][C:13]1[CH:14]=[C:15]([CH:23]=[CH:24][CH:25]=1)[C:16]([O:18][C:19]([CH3:22])([CH3:21])[CH3:20])=[O:17].C(N(CC)CC)C.C(O)(C)(C)C. The yield is 1.00. The catalyst is O. The product is [Cl:1][C:2]1[CH:7]=[C:6]([NH:12][C:13]2[CH:14]=[C:15]([CH:23]=[CH:24][CH:25]=2)[C:16]([O:18][C:19]([CH3:21])([CH3:22])[CH3:20])=[O:17])[N:5]2[N:9]=[CH:10][CH:11]=[C:4]2[N:3]=1. (3) The reactants are [CH3:1][S:2]([C:5]1[CH:10]=[CH:9][C:8]([C:11]2[N:16]3[N:17]=[C:18]([NH2:20])[N:19]=[C:15]3[CH:14]=[CH:13][CH:12]=2)=[CH:7][CH:6]=1)(=[O:4])=[O:3].Br[C:22]1[CH:35]=[CH:34][C:25]([CH2:26][N:27]2[CH2:32][CH2:31][N:30]([CH3:33])[CH2:29][CH2:28]2)=[CH:24][CH:23]=1. No catalyst specified. The product is [CH3:1][S:2]([C:5]1[CH:10]=[CH:9][C:8]([C:11]2[N:16]3[N:17]=[C:18]([NH:20][C:22]4[CH:23]=[CH:24][C:25]([CH2:26][N:27]5[CH2:32][CH2:31][N:30]([CH3:33])[CH2:29][CH2:28]5)=[CH:34][CH:35]=4)[N:19]=[C:15]3[CH:14]=[CH:13][CH:12]=2)=[CH:7][CH:6]=1)(=[O:3])=[O:4]. The yield is 0.400. (4) The reactants are [CH2:1]1[CH:6]([C:7](O)=[O:8])[CH2:5][CH2:4][CH:3]([NH2:10])[CH2:2]1.B.C1COCC1. The catalyst is C1COCC1. The product is [CH2:1]1[CH:6]([CH2:7][OH:8])[CH2:5][CH2:4][CH:3]([NH2:10])[CH2:2]1. The yield is 0.780. (5) The reactants are [CH:1]1([C:4]2([CH3:10])[CH2:8][O:7][C:6](=[O:9])[NH:5]2)[CH2:3][CH2:2]1.[H-].[Na+].[F:13][C:14]1[N:19]=[C:18](F)[CH:17]=[CH:16][N:15]=1. The catalyst is CN(C=O)C. The product is [CH:1]1([C:4]2([CH3:10])[CH2:8][O:7][C:6](=[O:9])[N:5]2[C:16]2[CH:17]=[CH:18][N:19]=[C:14]([F:13])[N:15]=2)[CH2:3][CH2:2]1. The yield is 0.613. (6) The reactants are [CH2:1]1[CH:3]([C:4]([NH2:6])=[NH:5])[CH2:2]1.Cl.C(N(CC)CC)C.Cl[C:16](=[CH2:19])[C:17]#[N:18]. The catalyst is C(O)C. The product is [CH:3]1([C:4]2[N:6]=[C:17]([NH2:18])[CH:16]=[CH:19][N:5]=2)[CH2:2][CH2:1]1. The yield is 0.270. (7) The catalyst is CN(C=O)C.C(Cl)Cl. The product is [CH:22]1([CH2:26][O:27][NH:28][C:46]([C:45]2[C:37]([NH:36][C:33]3[CH:34]=[CH:35][C:30]([Br:29])=[CH:31][C:32]=3[F:55])=[CH:38][C:39](=[O:54])[N:40]3[C:44]=2[CH:43]2[O:49][C:50]([CH3:53])([CH3:52])[O:51][CH:42]2[CH2:41]3)=[O:47])[CH2:25][CH2:24][CH2:23]1. The yield is 0.614. The reactants are CCN=C=NCCCN(C)C.C1C=CC2N(O)N=NC=2C=1.[CH:22]1([CH2:26][O:27][NH2:28])[CH2:25][CH2:24][CH2:23]1.[Br:29][C:30]1[CH:35]=[CH:34][C:33]([NH:36][C:37]2[C:45]([C:46](O)=[O:47])=[C:44]3[N:40]([CH2:41][CH:42]4[O:51][C:50]([CH3:53])([CH3:52])[O:49][CH:43]43)[C:39](=[O:54])[CH:38]=2)=[C:32]([F:55])[CH:31]=1.